Dataset: Reaction yield outcomes from USPTO patents with 853,638 reactions. Task: Predict the reaction yield, written as a fraction of the theoretical maximum amount of product (1.0 means a 100% yield; for example, 0.34 means a 34% yield). The reactants are [C:1]1([CH:7]([C:15]2[CH:20]=[CH:19][CH:18]=[CH:17][CH:16]=2)[O:8][CH:9]2[CH2:14][CH2:13][NH:12][CH2:11][CH2:10]2)[CH:6]=[CH:5][CH:4]=[CH:3][CH:2]=1.[C:21]([O:25][CH3:26])(=[O:24])[CH:22]=[CH2:23]. The catalyst is CO. The product is [C:15]1([CH:7]([C:1]2[CH:2]=[CH:3][CH:4]=[CH:5][CH:6]=2)[O:8][CH:9]2[CH2:14][CH2:13][N:12]([CH2:23][CH2:22][C:21]([O:25][CH3:26])=[O:24])[CH2:11][CH2:10]2)[CH:16]=[CH:17][CH:18]=[CH:19][CH:20]=1. The yield is 0.980.